Dataset: Full USPTO retrosynthesis dataset with 1.9M reactions from patents (1976-2016). Task: Predict the reactants needed to synthesize the given product. (1) Given the product [C:1]([C@:4]1([OH:26])[CH2:21][C:20]2[C:19]([OH:22])=[C:18]3[C:9]([C:10](=[O:24])[C:11]4[CH:12]=[CH:13][CH:14]=[CH:15][C:16]=4[C:17]3=[O:23])=[C:8]([OH:25])[C:7]=2[CH2:6][CH2:5]1)(=[O:3])[CH3:2].[C:1]([C@:4]1([OH:26])[CH2:21][C:20]2[C:19]([OH:22])=[C:18]3[C:9]([C:10](=[O:24])[C:11]4[CH:12]=[CH:13][CH:14]=[CH:15][C:16]=4[C:17]3=[O:23])=[C:8]([OH:25])[C:7]=2[C@H:6]([OH:30])[CH2:5]1)(=[O:3])[CH3:2].[C:1]([C@:4]1([OH:26])[CH2:21][C:20]2[C:19]([OH:22])=[C:18]3[C:9]([C:10](=[O:24])[C:11]4[CH:12]=[CH:13][CH:14]=[CH:15][C:16]=4[C:17]3=[O:23])=[C:8]([OH:25])[C:7]=2[C@@H:6]([OH:30])[CH2:5]1)(=[O:3])[CH3:2], predict the reactants needed to synthesize it. The reactants are: [C:1]([C@:4]1([OH:26])[CH2:21][C:20]2[C:19]([OH:22])=[C:18]3[C:9]([C:10](=[O:24])[C:11]4[CH:12]=[CH:13][CH:14]=[CH:15][C:16]=4[C:17]3=[O:23])=[C:8]([OH:25])[C:7]=2[CH2:6][CH2:5]1)(=[O:3])[CH3:2].C1C(=O)N(Br)C(=[O:30])C1.CC(N=NC(C#N)(C)C)(C#N)C.Cl. (2) Given the product [Br:19][C:16]1[CH:15]=[C:12]([CH2:13][N:1]2[CH2:5][CH2:4][CH2:3][CH2:2]2)[C:11]([NH2:10])=[N:18][CH:17]=1, predict the reactants needed to synthesize it. The reactants are: [NH:1]1[CH2:5][CH2:4][CH2:3][CH2:2]1.C(O)(=O)C.[NH2:10][C:11]1[N:18]=[CH:17][C:16]([Br:19])=[CH:15][C:12]=1[CH:13]=O.C([BH3-])#N.[Na+]. (3) Given the product [C:1]([C:5]1[N:6]=[C:7]([N:16]2[CH2:20][CH2:19][C:18]([F:21])([F:22])[CH2:17]2)[C:8]2[C:9](=[N:11][N:12]([CH2:14][C:15]3[CH:50]=[CH:49][CH:48]=[C:47]([F:51])[C:46]=3[Cl:52])[N:13]=2)[N:10]=1)([CH3:2])([CH3:3])[CH3:4], predict the reactants needed to synthesize it. The reactants are: [C:1]([C:5]1[N:6]=[C:7]([N:16]2[CH2:20][CH2:19][C:18]([F:22])([F:21])[CH2:17]2)[C:8]2[C:9](=[N:11][N:12]([CH2:14][CH3:15])[N:13]=2)[N:10]=1)([CH3:4])([CH3:3])[CH3:2].C(C1N=C(N2CCC(F)(F)C2)C2N=NNC=2N=1)(C)(C)C.BrCC1[CH:50]=[CH:49][CH:48]=[C:47]([F:51])[C:46]=1[Cl:52]. (4) Given the product [Br:1][C:2]1[CH:7]=[CH:6][C:5]([C:8]2[NH:12][C:11]([C@@H:13]3[CH2:17][CH2:16][CH2:15][N:14]3[C:18](=[O:27])[C@@H:19]([NH:23][C:24]3[S:25][CH:29]=[CH:30][N:26]=3)[CH:20]([CH3:21])[CH3:22])=[N:10][CH:9]=2)=[CH:4][CH:3]=1, predict the reactants needed to synthesize it. The reactants are: [Br:1][C:2]1[CH:7]=[CH:6][C:5]([C:8]2[NH:12][C:11]([C@@H:13]3[CH2:17][CH2:16][CH2:15][N:14]3[C:18](=[O:27])[C@@H:19]([NH:23][C:24]([NH2:26])=[S:25])[CH:20]([CH3:22])[CH3:21])=[N:10][CH:9]=2)=[CH:4][CH:3]=1.Cl[CH2:29][CH:30]=O.